The task is: Predict the reactants needed to synthesize the given product.. This data is from Full USPTO retrosynthesis dataset with 1.9M reactions from patents (1976-2016). Given the product [CH3:2][O:3][C:4](=[O:14])[C@H:5]([CH2:7][C:8]1[CH:13]=[CH:12][CH:11]=[CH:10][CH:9]=1)[N:6]=[CH:15][C:16]1[CH:21]=[CH:20][C:19]([O:22][CH3:23])=[CH:18][CH:17]=1, predict the reactants needed to synthesize it. The reactants are: Cl.[CH3:2][O:3][C:4](=[O:14])[C@H:5]([CH2:7][C:8]1[CH:13]=[CH:12][CH:11]=[CH:10][CH:9]=1)[NH2:6].[CH:15](=O)[C:16]1[CH:21]=[CH:20][C:19]([O:22][CH3:23])=[CH:18][CH:17]=1.S([O-])([O-])(=O)=O.[Mg+2].C(N(CC)CC)C.